Dataset: Forward reaction prediction with 1.9M reactions from USPTO patents (1976-2016). Task: Predict the product of the given reaction. (1) Given the reactants Br[CH2:2][C:3]1[CH:8]=[CH:7][C:6]([O:9][CH3:10])=[CH:5][CH:4]=1.[Br:11][C:12]1[CH:13]=[CH:14][C:15]([OH:21])=[C:16]([CH:20]=1)[C:17]([OH:19])=[O:18].[C:22](=[O:25])([O-])[O-].[K+].[K+], predict the reaction product. The product is: [Br:11][C:12]1[CH:13]=[CH:14][C:15]([O:21][CH2:2][C:3]2[CH:8]=[CH:7][C:6]([O:25][CH3:22])=[CH:5][CH:4]=2)=[C:16]([CH:20]=1)[C:17]([O:19][CH2:2][C:3]1[CH:8]=[CH:7][C:6]([O:9][CH3:10])=[CH:5][CH:4]=1)=[O:18]. (2) The product is: [Br:1][C:10]([CH2:9][CH2:8][O:7][CH2:6][CH2:5][O:4][CH3:3])([C:14]([OH:16])=[O:15])[C:11]([OH:13])=[O:12]. Given the reactants [Br:1]Br.[CH3:3][O:4][CH2:5][CH2:6][O:7][CH2:8][CH2:9][CH:10]([C:14]([OH:16])=[O:15])[C:11]([OH:13])=[O:12].S(S([O-])=O)([O-])(=O)=O.[Na+].[Na+], predict the reaction product.